From a dataset of Drug-target binding data from BindingDB using Ki measurements. Regression. Given a target protein amino acid sequence and a drug SMILES string, predict the binding affinity score between them. We predict pKi (pKi = -log10(Ki in M); higher means stronger inhibition). Dataset: bindingdb_ki. (1) The drug is CCCCCC(O)C=CC1=C(CC=CCCCC(=O)O)C(=O)CC1. The target protein (Q9R261) has sequence MNESYRCQAATWVERGSSATMGGVAFSAGLLGNLLALVLLARSGLGSCRPGPLHPPPSVFYVLVCGLTVTDLLGKCLISPMVLAAYAQNRSLKELLPASGNQLCEAFAFLMSFFGLASTLQLLAMALECWLSLGHPFFYQRHITARRGVLVAPVAGAFSLAFCALPFAGFGKFVQYCPGTWCFIQMIHKKRSFSVIGFSVLYSSLMALLVLATVVCNLGAMSNLYAMHRRQRHHPRRCSRDRAQSGSDYRHGSPNPLEELDHFVLLALTTVLFTMCSLPLIYRAYYGAFKLVDRADGDSEDLQALRFLSVISIVDPWIFIIFRTSVFRMLFHKTFTRPLIYRNWCSHSWQTNMESTL. The pKi is 5.0. (2) The compound is CCc1cc2ccc1CCOC(=O)Nc1cccc(c1)CNC(=O)C2Nc1cccc(C(N)=O)c1. The target protein (P08709) has sequence MVSQALRLLCLLLGLQGCLAAGGVAKASGGETRDMPWKPGPHRVFVTQEEAHGVLHRRRRANAFLEELRPGSLERECKEEQCSFEEAREIFKDAERTKLFWISYSDGDQCASSPCQNGGSCKDQLQSYICFCLPAFEGRNCETHKDDQLICVNENGGCEQYCSDHTGTKRSCRCHEGYSLLADGVSCTPTVEYPCGKIPILEKRNASKPQGRIVGGKVCPKGECPWQVLLLVNGAQLCGGTLINTIWVVSAAHCFDKIKNWRNLIAVLGEHDLSEHDGDEQSRRVAQVIIPSTYVPGTTNHDIALLRLHQPVVLTDHVVPLCLPERTFSERTLAFVRFSLVSGWGQLLDRGATALELMVLNVPRLMTQDCLQQSRKVGDSPNITEYMFCAGYSDGSKDSCKGDSGGPHATHYRGTWYLTGIVSWGQGCATVGHFGVYTRVSQYIEWLQKLMRSEPRPGVLLRAPFP. The pKi is 5.0. (3) The pKi is 6.5. The small molecule is CN[C@@H](C)C(=O)N[C@H]1CCC[C@H]2SC[C@@H](C(=O)Nc3cc(C)nn3-c3ccccc3)N2C1=O. The target protein sequence is MGPKDSAKCLHRGPQPSHWAAGDGPTQERCGPRSLGSPVLGLDTCRAWDHVDGQILGQLRPLTEEEEEEGAGATLSRGPAFPGMGSEELRLASFYDWPLTAEVPPELLAAAGFFHTGHQDKVRCFFCYGGLQSWKRGDDPWTEHAKWFPGCQFLLRSKGQEYINNIHLTHSL. (4) The small molecule is O=c1c(-c2ccc(O)cc2)coc2cc3c(c(O)c12)OCO3. The target protein (Q9HAW9) has sequence MARTGWTSPIPLCVSLLLTCGFAEAGKLLVVPMDGSHWFTMQSVVEKLILRGHEVVVVMPEVSWQLGKSLNCTVKTYSTSYTLEDLDREFMDFADAQWKAQVRSLFSLFLSSSNGFFNLFFSHCRSLFNDRKLVEYLKESSFDAVFLDPFDACGLIVAKYFSLPSVVFARGIACHYLEEGAQCPAPLSYVPRILLGFSDAMTFKERVRNHIMHLEEHLFCQYFSKNALEIASEILQTPVTAYDLYSHTSIWLLRTDFVLDYPKPVMPNMIFIGGINCHQGKPLPMEFEAYINASGEHGIVVFSLGSMVSEIPEKKAMAIADALGKIPQTVLWRYTGTRPSNLANNTILVKWLPQNDLLGHPMTRAFITHAGSHGVYESICNGVPMVMMPLFGDQMDNAKRMETKGAGVTLNVLEMTSEDLENALKAVINDKSYKENIMRLSSLHKDRPVEPLDLAVFWVEFVMRHKGAPHLRPAAHDLTWYQYHSLDVIGFLLAVVLTVA.... The pKi is 4.6. (5) The drug is CCc1ccc2c(ccn2[C@H]2C[C@H](O)[C@@H](COP(=O)(O)OP(=O)(O)OP(=O)(O)O)O2)c1. The target protein (P06710) has sequence MSYQVLARKWRPQTFADVVGQEHVLTALANGLSLGRIHHAYLFSGTRGVGKTSIARLLAKGLNCETGITATPCGVCDNCREIEQGRFVDLIEIDAASRTKVEDTRDLLDNVQYAPARGRFKVYLIDEVHMLSRHSFNALLKTLEEPPEHVKFLLATTDPQKLPVTILSRCLQFHLKALDVEQIRHQLEHILNEEHIAHEPRALQLLARAAEGSLRDALSLTDQAIASGDGQVSTQAVSAMLGTLDDDQALSLVEAMVEANGERVMALINEAAARGIEWEALLVEMLGLLHRIAMVQLSPAALGNDMAAIELRMRELARTIPPTDIQLYYQTLLIGRKELPYAPDRRMGVEMTLLRALAFHPRMPLPEPEVPRQSFAPVAPTAVMTPTQVPPQPQSAPQQAPTVPLPETTSQVLAARQQLQRVQGATKAKKSEPAAATRARPVNNAALERLASVTDRVQARPVPSALEKAPAKKEAYRWKATTPVMQQKEVVATPKALKKA.... The pKi is 5.0. (6) The compound is C=C[C@H]1CN2CCC1C[C@@H]2[C@@H](O)c1ccnc2ccc(OC)cc12. The target protein (P46720) has sequence MEETEKKIATQEGRLFSKMKVFLLSLTCACLTKSLSGVYMNSMLTQIERQFDISTSVAGLINGSFEIGNLFFIVFVSYFGTKLHRPVVIGIGCVIMGLGCLLMSLPHFFMGRYEYETTISPTGNLSSNSFLCMENRTQTLKPTQDPAECVKEMKSLMWICVMVGNIIRGIGETPIVPLGISYIEDFAKSENSPLYIGILEMGKVAGPIFGLLLGSYCAQIYVDIGSVNTDDLTITPSDTRWVGAWWIGFLVCAGVNILTSIPFFFLPKALPKKGQQENVAVTKDGKVEKYGGQAREENLGITKDFLTFMKRLFCNPIYMLFILTSVLQVNGFINKFTFLPKYLEQQYGKSTAEAIFLIGVYSLPPICLGYLIGGFIMKKFKITVKKAAYLAFCLSVFEYLLFLCHFMLTCDNAAVAGLTTSYKGVQHQLHVESKVLADCNTRCSCSTNTWDPVCGDNGVAYMSACLAGCKKFVGTGTNMVFQDCSCIQSLGNSSAVLGLC.... The pKi is 5.0.